Task: Predict the product of the given reaction.. Dataset: Forward reaction prediction with 1.9M reactions from USPTO patents (1976-2016) Given the reactants [CH3:1][O:2][C:3]1[CH:4]=[C:5]([NH:11][CH2:12][C:13]2[C:14]([NH2:21])=[N:15][C:16]([S:19][CH3:20])=[N:17][CH:18]=2)[CH:6]=[C:7]([O:9][CH3:10])[CH:8]=1.[N:22]#[C:23]Br, predict the reaction product. The product is: [CH3:10][O:9][C:7]1[CH:6]=[C:5]([N:11]2[CH2:12][C:13]3[C:14](=[N:15][C:16]([S:19][CH3:20])=[N:17][CH:18]=3)[N:21]=[C:23]2[NH2:22])[CH:4]=[C:3]([O:2][CH3:1])[CH:8]=1.